This data is from Forward reaction prediction with 1.9M reactions from USPTO patents (1976-2016). The task is: Predict the product of the given reaction. (1) Given the reactants [Cl:1][C:2]1[C:3]([F:12])=[CH:4][C:5]([OH:11])=[C:6]([C:8](=[O:10])[CH3:9])[CH:7]=1.C(O)(=O)C.[Br:17]N1C(=O)CCC1=O, predict the reaction product. The product is: [Br:17][C:4]1[C:5]([OH:11])=[C:6]([C:8](=[O:10])[CH3:9])[CH:7]=[C:2]([Cl:1])[C:3]=1[F:12]. (2) The product is: [C:4]([C:6]1[CH:7]=[CH:8][C:9]([NH:12]/[C:13](=[C:20]2\[C:21](=[O:29])[NH:22][C:23]3[C:28]\2=[CH:27][CH:26]=[CH:25][CH:24]=3)/[C:14]2[CH:19]=[CH:18][CH:17]=[CH:16][CH:15]=2)=[CH:10][CH:11]=1)([OH:5])=[O:3]. Given the reactants C([O:3][C:4]([C:6]1[CH:11]=[CH:10][C:9]([NH:12]/[C:13](=[C:20]2\[C:21](=[O:29])[NH:22][C:23]3[C:28]\2=[CH:27][CH:26]=[CH:25][CH:24]=3)/[C:14]2[CH:19]=[CH:18][CH:17]=[CH:16][CH:15]=2)=[CH:8][CH:7]=1)=[O:5])C.[OH-].[Na+], predict the reaction product. (3) Given the reactants Cl.Cl.[NH2:3][CH:4]1[CH2:11][CH:10]2[N:12]([CH3:13])[CH:6]([CH2:7][CH2:8][CH2:9]2)[CH2:5]1.[C:14]1([C:20]2[O:21][C:22]3[C:23](=[C:25]([C:29](O)=[O:30])[CH:26]=[CH:27][CH:28]=3)[N:24]=2)[CH:19]=[CH:18][CH:17]=[CH:16][CH:15]=1, predict the reaction product. The product is: [CH3:13][N:12]1[CH:6]2[CH2:7][CH2:8][CH2:9][CH:10]1[CH2:11][CH:4]([NH:3][C:29]([C:25]1[CH:26]=[CH:27][CH:28]=[C:22]3[O:21][C:20]([C:14]4[CH:19]=[CH:18][CH:17]=[CH:16][CH:15]=4)=[N:24][C:23]=13)=[O:30])[CH2:5]2. (4) Given the reactants [C:1]([C:5]1[N:6]=[C:7]([N:16]2[CH2:20][CH2:19][C:18]([F:22])([F:21])[CH2:17]2)[C:8]2[C:9](=[N:11][N:12]([CH2:14][CH3:15])[N:13]=2)[N:10]=1)([CH3:4])([CH3:3])[CH3:2].C(C1N=C(N2CCC(F)(F)C2)C2N=NNC=2N=1)(C)(C)C.[Cl:43][C:44]1C(CCl)=[N:46][CH:47]=[CH:48][CH:49]=1, predict the reaction product. The product is: [C:1]([C:5]1[N:6]=[C:7]([N:16]2[CH2:20][CH2:19][C:18]([F:21])([F:22])[CH2:17]2)[C:8]2[C:9](=[N:11][N:12]([CH2:14][C:15]3[C:44]([Cl:43])=[CH:49][CH:48]=[CH:47][N:46]=3)[N:13]=2)[N:10]=1)([CH3:2])([CH3:3])[CH3:4]. (5) Given the reactants Cl[C:2]1[CH:3]=[CH:4][C:5]2[N:6]([CH:8]=[C:9]([C:11]([N:13]3[CH2:18][CH2:17][CH:16]([C:19]4[CH:24]=[CH:23][CH:22]=[CH:21][C:20]=4[C:25]([F:28])([F:27])[F:26])[CH2:15][CH2:14]3)=[O:12])[N:10]=2)[N:7]=1.[O:29]([CH3:31])[Na], predict the reaction product. The product is: [CH3:31][O:29][C:2]1[CH:3]=[CH:4][C:5]2[N:6]([CH:8]=[C:9]([C:11]([N:13]3[CH2:18][CH2:17][CH:16]([C:19]4[CH:24]=[CH:23][CH:22]=[CH:21][C:20]=4[C:25]([F:28])([F:27])[F:26])[CH2:15][CH2:14]3)=[O:12])[N:10]=2)[N:7]=1. (6) Given the reactants Br[C:2]1[C:3]([CH3:14])=[N:4][C:5]([N:8]2[CH2:13][CH2:12][O:11][CH2:10][CH2:9]2)=[N:6][CH:7]=1.[F:15][C:16]1[C:21]([CH:22]=[O:23])=[CH:20][CH:19]=[CH:18][C:17]=1B(O)O.P([O-])([O-])([O-])=O.[K+].[K+].[K+].C1(P(C2CCCCC2)C2C=CC=CC=2C2C(OC)=CC=CC=2OC)CCCCC1, predict the reaction product. The product is: [F:15][C:16]1[C:17]([C:2]2[C:3]([CH3:14])=[N:4][C:5]([N:8]3[CH2:13][CH2:12][O:11][CH2:10][CH2:9]3)=[N:6][CH:7]=2)=[CH:18][CH:19]=[CH:20][C:21]=1[CH:22]=[O:23].